Dataset: Catalyst prediction with 721,799 reactions and 888 catalyst types from USPTO. Task: Predict which catalyst facilitates the given reaction. (1) Reactant: [Br:1][C:2]1[CH:7]=[CH:6][C:5]([C:8](=O)[CH2:9][NH:10][C:11]([C@@H:13]2[CH2:18][CH2:17][CH2:16][CH2:15][N:14]2[C:19]([O:21][C:22]([CH3:25])([CH3:24])[CH3:23])=[O:20])=O)=[CH:4][CH:3]=1.C([O-])(=O)C.[NH4+:31]. Product: [Br:1][C:2]1[CH:7]=[CH:6][C:5]([C:8]2[N:31]=[C:11]([C@@H:13]3[CH2:18][CH2:17][CH2:16][CH2:15][N:14]3[C:19]([O:21][C:22]([CH3:25])([CH3:24])[CH3:23])=[O:20])[NH:10][CH:9]=2)=[CH:4][CH:3]=1. The catalyst class is: 113. (2) Reactant: [C:1]12([C:11]3[CH:16]=[C:15]([Br:17])[CH:14]=[CH:13][C:12]=3[OH:18])[CH2:10][CH:5]3[CH2:6][CH:7]([CH2:9][CH:3]([CH2:4]3)[CH2:2]1)[CH2:8]2.[H-].[Na+].[CH3:21][O:22][CH2:23]Cl. Product: [C:1]12([C:11]3[CH:16]=[C:15]([Br:17])[CH:14]=[CH:13][C:12]=3[O:18][CH2:21][O:22][CH3:23])[CH2:2][CH:3]3[CH2:9][CH:7]([CH2:6][CH:5]([CH2:4]3)[CH2:10]1)[CH2:8]2. The catalyst class is: 3. (3) Product: [Cl:1][C:2]1[CH:7]=[CH:6][CH:5]=[CH:4][C:3]=1[C:8]1[N:9]([C:24]2[CH:25]=[CH:26][C:27]([Cl:30])=[CH:28][CH:29]=2)[C:10]2[C:15]([N:16]=1)=[C:14]([N:17]1[CH2:22][CH2:21][CH:20]([NH:23][S:40]([C:39]([F:52])([F:51])[F:38])(=[O:42])=[O:41])[CH2:19][CH2:18]1)[N:13]=[CH:12][N:11]=2. The catalyst class is: 4. Reactant: [Cl:1][C:2]1[CH:7]=[CH:6][CH:5]=[CH:4][C:3]=1[C:8]1[N:9]([C:24]2[CH:29]=[CH:28][C:27]([Cl:30])=[CH:26][CH:25]=2)[C:10]2[C:15]([N:16]=1)=[C:14]([N:17]1[CH2:22][CH2:21][CH:20]([NH2:23])[CH2:19][CH2:18]1)[N:13]=[CH:12][N:11]=2.C(N(CC)CC)C.[F:38][C:39]([F:52])([F:51])[S:40](O[S:40]([C:39]([F:52])([F:51])[F:38])(=[O:42])=[O:41])(=[O:42])=[O:41]. (4) Reactant: [CH3:1][N:2]([CH3:10])[C:3](=[O:9])[C:4]([O:6]CC)=O.[CH3:11][C:12]([CH3:17])([CH3:16])[C:13](=[O:15])[CH3:14].CC(C)([O-])C.[K+].C(O)(=O)C. Product: [CH3:10][N:2]([CH3:1])[C:3](=[O:9])[C:4](=[O:6])[CH2:14][C:13](=[O:15])[C:12]([CH3:17])([CH3:16])[CH3:11]. The catalyst class is: 1. (5) Reactant: [CH3:1][C:2]1([CH3:20])[CH2:6][C:5]2[C:7]([CH3:19])=[C:8]([N:13]3[CH2:18][CH2:17][NH:16][CH2:15][CH2:14]3)[C:9]([CH3:12])=[C:10]([CH3:11])[C:4]=2[O:3]1.Cl[C:22]1[N:27]2[N:28]=[CH:29][CH:30]=[C:26]2[N:25]=[C:24]([CH3:31])[CH:23]=1.C(N(C(C)C)CC)(C)C.N1CCNCC1. Product: [CH3:31][C:24]1[CH:23]=[C:22]([N:16]2[CH2:15][CH2:14][N:13]([C:8]3[C:9]([CH3:12])=[C:10]([CH3:11])[C:4]4[O:3][C:2]([CH3:20])([CH3:1])[CH2:6][C:5]=4[C:7]=3[CH3:19])[CH2:18][CH2:17]2)[N:27]2[N:28]=[CH:29][CH:30]=[C:26]2[N:25]=1. The catalyst class is: 476. (6) Reactant: [CH3:1][O:2][C:3]([C:5]1[S:14][C:8]2[N:9]=[CH:10][N:11]=[C:12]([Cl:13])[C:7]=2[C:6]=1[CH3:15])=[O:4].[NH2:16][C:17]1[CH:35]=[CH:34][C:33]([F:36])=[CH:32][C:18]=1[O:19][CH:20]([CH3:31])[CH2:21][CH2:22][NH:23]C(=O)OC(C)(C)C. Product: [ClH:13].[NH2:23][CH2:22][CH2:21][CH:20]([O:19][C:18]1[CH:32]=[C:33]([F:36])[CH:34]=[CH:35][C:17]=1[NH:16][C:12]1[C:7]2[C:6]([CH3:15])=[C:5]([C:3]([O:2][CH3:1])=[O:4])[S:14][C:8]=2[N:9]=[CH:10][N:11]=1)[CH3:31]. The catalyst class is: 12. (7) Reactant: C(=O)([O-])[O-].[K+].[K+].[NH2:7][C:8]1[N:12]([CH:13]2[CH2:18][CH2:17][CH2:16][NH:15][CH2:14]2)[N:11]=[C:10]([C:19]2[CH:24]=[CH:23][C:22]([O:25][C:26]3[CH:31]=[CH:30][C:29]([F:32])=[CH:28][C:27]=3[F:33])=[CH:21][CH:20]=2)[C:9]=1[C:34]([NH2:36])=[O:35].[N:37]#[C:38]Br.O. Product: [NH2:7][C:8]1[N:12]([CH:13]2[CH2:18][CH2:17][CH2:16][N:15]([C:38]#[N:37])[CH2:14]2)[N:11]=[C:10]([C:19]2[CH:24]=[CH:23][C:22]([O:25][C:26]3[CH:31]=[CH:30][C:29]([F:32])=[CH:28][C:27]=3[F:33])=[CH:21][CH:20]=2)[C:9]=1[C:34]([NH2:36])=[O:35]. The catalyst class is: 9. (8) Reactant: [CH3:1][NH:2][S:3]([CH2:6][CH3:7])(=[O:5])=[O:4].[OH-].[K+].Cl[C:11]1[CH:16]=[N:15][C:14]([Cl:17])=[CH:13][N:12]=1. Product: [Cl:17][C:14]1[N:15]=[CH:16][C:11]([N:2]([CH3:1])[S:3]([CH2:6][CH3:7])(=[O:5])=[O:4])=[N:12][CH:13]=1. The catalyst class is: 5.